The task is: Predict the reactants needed to synthesize the given product.. This data is from Full USPTO retrosynthesis dataset with 1.9M reactions from patents (1976-2016). Given the product [CH3:1][O:2][C:3]1[CH:4]=[C:5]2[C:10](=[CH:11][C:12]=1[O:13][CH3:14])[N:9]=[C:8]([C:15]1[CH:16]=[C:17]([O:25][CH3:26])[C:18]([O:23][CH3:24])=[C:19]([O:21][CH3:22])[CH:20]=1)[N:7]=[C:6]2[C:27]([N:37]1[CH2:36][CH2:35][C:34]2[C:39](=[CH:40][CH:41]=[CH:42][C:33]=2[O:32][CH3:31])[CH2:38]1)=[O:28], predict the reactants needed to synthesize it. The reactants are: [CH3:1][O:2][C:3]1[CH:4]=[C:5]2[C:10](=[CH:11][C:12]=1[O:13][CH3:14])[N:9]=[C:8]([C:15]1[CH:20]=[C:19]([O:21][CH3:22])[C:18]([O:23][CH3:24])=[C:17]([O:25][CH3:26])[CH:16]=1)[N:7]=[C:6]2[C:27](O)=[O:28].Cl.[CH3:31][O:32][C:33]1[CH:42]=[CH:41][CH:40]=[C:39]2[C:34]=1[CH2:35][CH2:36][NH:37][CH2:38]2.